From a dataset of Catalyst prediction with 721,799 reactions and 888 catalyst types from USPTO. Predict which catalyst facilitates the given reaction. (1) Reactant: [CH3:1][N:2]([CH3:4])[CH3:3].[C:5]([S:24][CH2:25][CH2:26][O:27][CH2:28][CH2:29][O:30][S:31]([C:34]1[CH:39]=[CH:38][C:37]([CH3:40])=[CH:36][CH:35]=1)(=[O:33])=[O:32])([C:18]1[CH:23]=[CH:22][CH:21]=[CH:20][CH:19]=1)([C:12]1[CH:17]=[CH:16][CH:15]=[CH:14][CH:13]=1)[C:6]1[CH:11]=[CH:10][CH:9]=[CH:8][CH:7]=1. The catalyst class is: 8. Product: [C:37]1([CH3:40])[CH:36]=[CH:35][C:34]([S:31]([O-:33])(=[O:30])=[O:32])=[CH:39][CH:38]=1.[C:5]([S:24][CH2:25][CH2:26][O:27][CH2:28][CH2:29][N+:2]([CH3:4])([CH3:3])[CH3:1])([C:18]1[CH:23]=[CH:22][CH:21]=[CH:20][CH:19]=1)([C:12]1[CH:17]=[CH:16][CH:15]=[CH:14][CH:13]=1)[C:6]1[CH:11]=[CH:10][CH:9]=[CH:8][CH:7]=1. (2) Reactant: [NH2:1][C:2]1[CH:27]=[N:26][C:5]2[N:6]=[C:7]([N:13]3[CH2:16][CH:15]([N:17](C)[C:18](=O)OC(C)(C)C)[CH2:14]3)[C:8]3[N:9]([CH:10]=[N:11][N:12]=3)[C:4]=2[CH:3]=1.C(O)(C(F)(F)F)=O. Product: [CH3:18][NH:17][CH:15]1[CH2:14][N:13]([C:7]2[C:8]3[N:9]([CH:10]=[N:11][N:12]=3)[C:4]3[CH:3]=[C:2]([NH2:1])[CH:27]=[N:26][C:5]=3[N:6]=2)[CH2:16]1. The catalyst class is: 2.